Dataset: Reaction yield outcomes from USPTO patents with 853,638 reactions. Task: Predict the reaction yield, written as a fraction of the theoretical maximum amount of product (1.0 means a 100% yield; for example, 0.34 means a 34% yield). (1) The reactants are [C:1](#[N:3])[CH3:2].[Li]CCCC.[F:9][C:10]([F:19])([F:18])[C:11]([CH3:17])([CH3:16])[C:12](OC)=[O:13]. The catalyst is C1COCC1. The product is [F:9][C:10]([F:19])([F:18])[C:11]([CH3:17])([CH3:16])[C:12](=[O:13])[CH2:2][C:1]#[N:3]. The yield is 0.570. (2) The reactants are [Li+].[OH-].C[O:4][C:5]([C:7]1[C:8]([CH3:17])=[C:9]2[N:14]([CH:15]=1)[N:13]=[CH:12][NH:11][C:10]2=[O:16])=[O:6]. The catalyst is O.C1COCC1.CO. The product is [CH3:17][C:8]1[C:7]([C:5]([OH:6])=[O:4])=[CH:15][N:14]2[C:9]=1[C:10](=[O:16])[NH:11][CH:12]=[N:13]2. The yield is 0.900. (3) The reactants are [CH2:1]([C:5]1[C:14]([CH:15]2OCC[O:16]2)=[CH:13][C:12]2[C:7](=[CH:8][CH:9]=[C:10]([O:20][CH3:21])[CH:11]=2)[N:6]=1)[CH2:2][CH2:3][CH3:4].Cl. The catalyst is C1COCC1. The product is [CH2:1]([C:5]1[C:14]([CH:15]=[O:16])=[CH:13][C:12]2[C:7](=[CH:8][CH:9]=[C:10]([O:20][CH3:21])[CH:11]=2)[N:6]=1)[CH2:2][CH2:3][CH3:4]. The yield is 0.810. (4) The reactants are C(O[CH:4](OCC)[CH2:5][C:6]([N:8]1[CH2:13][CH2:12][N:11]([C:14]([O:16][CH2:17][C:18]2[CH:23]=[CH:22][CH:21]=[CH:20][CH:19]=2)=[O:15])[CH2:10][CH2:9]1)=O)C.FC(F)(F)C(O)=O.[NH:34]([C:36]1[CH:41]=[CH:40][CH:39]=[CH:38][N:37]=1)[NH2:35].CS(O)(=O)=O.P(Cl)(Cl)(Cl)=O. The catalyst is C(Cl)(Cl)Cl.N1C=CC=CC=1.O. The product is [N:37]1[CH:38]=[CH:39][CH:40]=[CH:41][C:36]=1[N:34]1[C:6]([N:8]2[CH2:9][CH2:10][N:11]([C:14]([O:16][CH2:17][C:18]3[CH:19]=[CH:20][CH:21]=[CH:22][CH:23]=3)=[O:15])[CH2:12][CH2:13]2)=[CH:5][CH:4]=[N:35]1. The yield is 0.112. (5) The reactants are [NH2:1][C:2]1[CH:3]=[C:4]2[C:9](=[CH:10][CH:11]=1)[N:8]=[CH:7][C:6]([C:12]#[N:13])=[C:5]2[NH:14][C:15]1[CH:20]=[CH:19][C:18]([F:21])=[C:17]([Cl:22])[CH:16]=1.[O:23]1[CH2:28][CH2:27][CH:26]([CH:29]=O)[CH2:25][CH2:24]1.[BH3-]C#N.[Na+]. The catalyst is CCO. The product is [Cl:22][C:17]1[CH:16]=[C:15]([NH:14][C:5]2[C:4]3[C:9](=[CH:10][CH:11]=[C:2]([NH:1][CH2:29][CH:26]4[CH2:27][CH2:28][O:23][CH2:24][CH2:25]4)[CH:3]=3)[N:8]=[CH:7][C:6]=2[C:12]#[N:13])[CH:20]=[CH:19][C:18]=1[F:21]. The yield is 0.730. (6) The reactants are [C:1]([O:5][C:6](=[O:21])[NH:7][C:8]1[CH:13]=[CH:12][C:11]([C:14]([CH3:17])([CH3:16])[CH3:15])=[C:10]([N+:18]([O-])=O)[CH:9]=1)([CH3:4])([CH3:3])[CH3:2]. The catalyst is CO.[Pd]. The product is [C:1]([O:5][C:6](=[O:21])[NH:7][C:8]1[CH:13]=[CH:12][C:11]([C:14]([CH3:17])([CH3:16])[CH3:15])=[C:10]([NH2:18])[CH:9]=1)([CH3:4])([CH3:2])[CH3:3]. The yield is 0.930.